From a dataset of Reaction yield outcomes from USPTO patents with 853,638 reactions. Predict the reaction yield, written as a fraction of the theoretical maximum amount of product (1.0 means a 100% yield; for example, 0.34 means a 34% yield). (1) The reactants are [C:1](#[N:10])[C:2]1[CH:9]=CC=[C:4]([C:5]#[N:6])[CH:3]=1.[NH2:11][OH:12].Cl[CH2:14]CCC(Cl)=O.[CH3:20][N:21](C)C1C=CC=CC=1. The catalyst is C(OCC)(=O)C.C1(C)C=CC=CC=1.CN1C(=O)CCC1. The product is [CH2:4]1[CH:3]2[CH:2]([C:1]3[O:12][N:11]=[C:20]([NH2:21])[N:10]=3)[CH2:9][N:6]([CH2:14]2)[CH2:5]1. The yield is 0.450. (2) The reactants are [BH4-].[Na+].CO.[CH3:5][O:6][C:7](=[O:32])[CH2:8][O:9][CH2:10]/[CH:11]=[CH:12]\[CH2:13][N:14]1[C@@H:19]([CH2:20][CH2:21][C:22](=[O:30])[CH2:23][C:24]2[CH:29]=[CH:28][CH:27]=[CH:26][CH:25]=2)[CH2:18][CH2:17][CH2:16][C:15]1=[O:31]. The catalyst is C(Cl)Cl. The product is [CH3:5][O:6][C:7](=[O:32])[CH2:8][O:9][CH2:10]/[CH:11]=[CH:12]\[CH2:13][N:14]1[C:15](=[O:31])[CH2:16][CH2:17][CH2:18][C@@H:19]1[CH2:20][CH2:21][CH:22]([OH:30])[CH2:23][C:24]1[CH:29]=[CH:28][CH:27]=[CH:26][CH:25]=1. The yield is 0.870. (3) The reactants are C(OC1C=CC(C([C:27]([O:29][CH3:30])=[O:28])[C:27]([O:29][CH3:30])=[O:28])=CC=1)CCCCCCCCCCCCCCCCC.[CH3:35][O:36][C:37](=[O:102])[CH2:38][C:39]1[CH:44]=[C:43]([O:45][CH2:46][CH2:47][CH2:48][CH2:49][CH2:50][CH2:51][CH2:52][CH2:53][CH2:54][CH2:55][CH2:56][CH2:57][CH2:58][CH2:59][CH2:60][CH2:61][CH2:62][CH3:63])[C:42]([O:64][CH2:65][CH2:66][CH2:67][CH2:68][CH2:69][CH2:70][CH2:71][CH2:72][CH2:73][CH2:74][CH2:75][CH2:76][CH2:77][CH2:78][CH2:79][CH2:80][CH2:81][CH3:82])=[C:41]([O:83][CH2:84][CH2:85][CH2:86][CH2:87][CH2:88][CH2:89][CH2:90][CH2:91][CH2:92][CH2:93][CH2:94][CH2:95][CH2:96][CH2:97][CH2:98][CH2:99][CH2:100][CH3:101])[CH:40]=1.[H-].[Na+].C(=O)(OC)OC. The catalyst is C1COCC1. The product is [CH2:84]([O:83][C:41]1[CH:40]=[C:39]([CH:38]([C:27]([O:29][CH3:30])=[O:28])[C:37]([O:36][CH3:35])=[O:102])[CH:44]=[C:43]([O:45][CH2:46][CH2:47][CH2:48][CH2:49][CH2:50][CH2:51][CH2:52][CH2:53][CH2:54][CH2:55][CH2:56][CH2:57][CH2:58][CH2:59][CH2:60][CH2:61][CH2:62][CH3:63])[C:42]=1[O:64][CH2:65][CH2:66][CH2:67][CH2:68][CH2:69][CH2:70][CH2:71][CH2:72][CH2:73][CH2:74][CH2:75][CH2:76][CH2:77][CH2:78][CH2:79][CH2:80][CH2:81][CH3:82])[CH2:85][CH2:86][CH2:87][CH2:88][CH2:89][CH2:90][CH2:91][CH2:92][CH2:93][CH2:94][CH2:95][CH2:96][CH2:97][CH2:98][CH2:99][CH2:100][CH3:101]. The yield is 0.770. (4) The yield is 0.600. The product is [C:1]([CH:3]([CH2:25][CH2:24][C:23]([C:19]1[CH:20]=[CH:21][CH:22]=[C:17]([O:16][CH3:15])[CH:18]=1)=[O:26])[C:4]([O:6][CH2:7][CH3:8])=[O:5])#[N:2]. The reactants are [C:1]([CH2:3][C:4]([O:6][CH2:7][CH3:8])=[O:5])#[N:2].C([O-])([O-])=O.[K+].[K+].[CH3:15][O:16][C:17]1[CH:18]=[C:19]([C:23](=[O:26])[CH:24]=[CH2:25])[CH:20]=[CH:21][CH:22]=1. The catalyst is C1COCC1. (5) The reactants are CCCP(O)(O)=O.Cl.[Cl:9][C:10]1[CH:15]=[CH:14][C:13]([CH:16]2[CH2:21][CH2:20][CH2:19][NH:18][CH2:17]2)=[C:12]([O:22][CH2:23][CH3:24])[CH:11]=1.C(N(CC)CC)C.[CH3:32][N:33]([CH3:43])[C:34]1[CH:35]=[C:36]([CH:40]=[CH:41][N:42]=1)[C:37](O)=[O:38]. The catalyst is C(Cl)Cl. The product is [Cl:9][C:10]1[CH:15]=[CH:14][C:13]([CH:16]2[CH2:21][CH2:20][CH2:19][N:18]([C:37]([C:36]3[CH:40]=[CH:41][N:42]=[C:34]([N:33]([CH3:43])[CH3:32])[CH:35]=3)=[O:38])[CH2:17]2)=[C:12]([O:22][CH2:23][CH3:24])[CH:11]=1. The yield is 0.290. (6) The reactants are [OH:1][C@@H:2]1[C@H:6]2[N:7](C(OCC3C=CC=CC=3)=O)[CH2:8][C@@H:9]([O:10][S:11]([C:14]3[CH:20]=[CH:19][C:17]([CH3:18])=[CH:16][CH:15]=3)(=[O:13])=[O:12])[C@H:5]2[O:4][CH2:3]1.[H][H]. The catalyst is [Pd].C(O)C. The product is [CH3:18][C:17]1[CH:19]=[CH:20][C:14]([S:11]([O:10][C@@H:9]2[CH2:8][NH:7][C@@H:6]3[C@@H:2]([OH:1])[CH2:3][O:4][C@H:5]23)(=[O:13])=[O:12])=[CH:15][CH:16]=1. The yield is 0.890. (7) The reactants are C(N(CC)CC)C.Cl.[NH2:9][CH2:10][C:11]1[CH:19]=[CH:18][CH:17]=[C:16]2[C:12]=1[CH2:13][N:14]([CH:21]1[CH2:26][CH2:25][C:24](=[O:27])[NH:23][C:22]1=[O:28])[C:15]2=[O:20].Cl.[C:30](Cl)(=[O:37])[C:31]1[CH:36]=[CH:35][N:34]=[CH:33][CH:32]=1. The catalyst is C1COCC1. The product is [O:28]=[C:22]1[CH:21]([N:14]2[CH2:13][C:12]3[C:16](=[CH:17][CH:18]=[CH:19][C:11]=3[CH2:10][NH:9][C:30](=[O:37])[C:31]3[CH:36]=[CH:35][N:34]=[CH:33][CH:32]=3)[C:15]2=[O:20])[CH2:26][CH2:25][C:24](=[O:27])[NH:23]1. The yield is 0.630.